From a dataset of Forward reaction prediction with 1.9M reactions from USPTO patents (1976-2016). Predict the product of the given reaction. Given the reactants [CH3:1][N:2](P(N(C)C)(N(C)C)=O)[CH3:3].CNC.CO[C:17]1[CH:26]=[CH:25][C:24]2[C:19](=[CH:20][CH:21]=[C:22]([C:27](=[O:39])[CH2:28][CH2:29][CH2:30][CH2:31][CH2:32][CH2:33][CH2:34][CH2:35][CH2:36][CH2:37][CH3:38])[CH:23]=2)[CH:18]=1, predict the reaction product. The product is: [CH3:38][CH2:37][CH2:36][CH2:35][CH2:34][CH2:33][CH2:32][CH2:31][CH2:30][CH2:29][CH2:28][C:27]([C:22]1[CH:21]=[CH:20][C:19]2[CH:18]=[C:17]([N:2]([CH3:3])[CH3:1])[CH:26]=[CH:25][C:24]=2[CH:23]=1)=[O:39].